From a dataset of Peptide-MHC class I binding affinity with 185,985 pairs from IEDB/IMGT. Regression. Given a peptide amino acid sequence and an MHC pseudo amino acid sequence, predict their binding affinity value. This is MHC class I binding data. (1) The peptide sequence is VPFVSVNPI. The MHC is HLA-A80:01 with pseudo-sequence HLA-A80:01. The binding affinity (normalized) is 0.0847. (2) The peptide sequence is EPFSRRHPL. The MHC is HLA-A11:01 with pseudo-sequence HLA-A11:01. The binding affinity (normalized) is 0.0847. (3) The peptide sequence is TWAFCEVLTL. The MHC is HLA-A23:01 with pseudo-sequence HLA-A23:01. The binding affinity (normalized) is 0.495. (4) The peptide sequence is TRYPLTFGW. The binding affinity (normalized) is 0.00387. The MHC is HLA-B53:01 with pseudo-sequence HLA-B53:01.